Dataset: Forward reaction prediction with 1.9M reactions from USPTO patents (1976-2016). Task: Predict the product of the given reaction. Given the reactants [C:1]([O:5][C:6]([NH:8][C@H:9]([C:13]([O:15][C:16]([CH3:19])([CH3:18])[CH3:17])=[O:14])[CH2:10][CH2:11][SH:12])=[O:7])([CH3:4])([CH3:3])[CH3:2].Br[CH2:21][CH2:22][CH2:23][F:24].C(=O)([O-])[O-].[K+].[K+], predict the reaction product. The product is: [C:1]([O:5][C:6]([NH:8][C@H:9]([C:13]([O:15][C:16]([CH3:19])([CH3:18])[CH3:17])=[O:14])[CH2:10][CH2:11][S:12][CH2:21][CH2:22][CH2:23][F:24])=[O:7])([CH3:3])([CH3:4])[CH3:2].